This data is from Full USPTO retrosynthesis dataset with 1.9M reactions from patents (1976-2016). The task is: Predict the reactants needed to synthesize the given product. (1) Given the product [CH3:20][CH:16]([N:9]1[C:8]2[CH:7]=[CH:6][CH:5]=[C:4]([CH2:1][CH:2]=[CH2:3])[C:13]=2[O:12][CH2:11][C:10]1=[O:14])[C:17](=[O:19])[CH3:18], predict the reactants needed to synthesize it. The reactants are: [CH2:1]([C:4]1[C:13]2[O:12][CH2:11][C:10](=[O:14])[NH:9][C:8]=2[CH:7]=[CH:6][CH:5]=1)[CH:2]=[CH2:3].Cl[CH:16]([CH3:20])[C:17](=[O:19])[CH3:18].C([O-])([O-])=O.[K+].[K+]. (2) Given the product [CH3:1][O:2][CH2:3][CH2:4][O:5][CH2:6][C:7]1[N:12]=[CH:11][C:10]([O:13][C:14]2[CH:15]=[C:16]3[C:20](=[C:21]([O:23][CH:24]4[CH2:29][CH2:28][O:27][CH2:26][CH2:25]4)[CH:22]=2)[NH:19][C:18]([C:30](=[S:42])[NH2:32])=[CH:17]3)=[CH:9][CH:8]=1, predict the reactants needed to synthesize it. The reactants are: [CH3:1][O:2][CH2:3][CH2:4][O:5][CH2:6][C:7]1[N:12]=[CH:11][C:10]([O:13][C:14]2[CH:15]=[C:16]3[C:20](=[C:21]([O:23][CH:24]4[CH2:29][CH2:28][O:27][CH2:26][CH2:25]4)[CH:22]=2)[NH:19][C:18]([C:30]([NH2:32])=O)=[CH:17]3)=[CH:9][CH:8]=1.COC1C=CC(P2(SP(C3C=CC(OC)=CC=3)(=S)S2)=[S:42])=CC=1.C(OCC)(=O)C.CCCCCC. (3) Given the product [ClH:1].[CH:3]1([N:7]2[CH2:13][CH2:12][CH2:11][N:10]([C:69]([C:66]3[CH:65]=[CH:64][C:63]([C:60]4[CH:61]=[CH:62][C:57]([C:54](=[O:56])[CH3:55])=[CH:58][CH:59]=4)=[CH:68][CH:67]=3)=[O:70])[CH2:9][CH2:8]2)[CH2:6][CH2:5][CH2:4]1, predict the reactants needed to synthesize it. The reactants are: [ClH:1].Cl.[CH:3]1([N:7]2[CH2:13][CH2:12][CH2:11][NH:10][CH2:9][CH2:8]2)[CH2:6][CH2:5][CH2:4]1.CCN(CC1C=CC=CC=1)CC.C=CC1C=CC=CC=1.C=CC1C=CC(C=C)=CC=1.C1C=CC2N(O)N=NC=2C=1.[C:54]([C:57]1[CH:62]=[CH:61][C:60]([C:63]2[CH:68]=[CH:67][C:66]([C:69](O)=[O:70])=[CH:65][CH:64]=2)=[CH:59][CH:58]=1)(=[O:56])[CH3:55]. (4) Given the product [O:13]=[C:10]1[CH:11]=[CH:12][N:7]([C:15]2[N:20]=[C:19]([C:21]([OH:23])=[O:22])[CH:18]=[CH:17][N:16]=2)[CH:8]=[CH:9]1, predict the reactants needed to synthesize it. The reactants are: C([O-])([O-])=O.[K+].[K+].[N:7]1[CH:12]=[CH:11][C:10]([OH:13])=[CH:9][CH:8]=1.Cl[C:15]1[N:20]=[C:19]([C:21]([O:23]C)=[O:22])[CH:18]=[CH:17][N:16]=1.Cl. (5) Given the product [Cl:7][C:8]1[CH:9]=[CH:10][C:11]([CH2:12][N:13]([CH2:4][CH2:3][N:2]([CH3:6])[CH3:1])[CH2:14][C:15]([C@:17]23[CH2:43][C:42](=[O:44])[C:41]([CH:45]([CH3:46])[CH3:47])=[C:18]2[C@@H:19]2[C@@:32]([CH3:35])([CH2:33][CH2:34]3)[C@@:31]3([CH3:36])[C@@H:22]([C@:23]4([CH3:40])[C@@H:28]([CH2:29][CH2:30]3)[C:27]([CH3:37])([CH3:38])[C@@H:26]([OH:39])[CH2:25][CH2:24]4)[CH2:21][CH2:20]2)=[O:16])=[CH:48][CH:49]=1, predict the reactants needed to synthesize it. The reactants are: [CH3:1][N:2]([CH3:6])[CH2:3][CH:4]=O.[Cl:7][C:8]1[CH:49]=[CH:48][C:11]([CH2:12][NH:13][CH2:14][C:15]([C@:17]23[CH2:43][C:42](=[O:44])[C:41]([CH:45]([CH3:47])[CH3:46])=[C:18]2[C@@H:19]2[C@@:32]([CH3:35])([CH2:33][CH2:34]3)[C@@:31]3([CH3:36])[C@@H:22]([C@:23]4([CH3:40])[C@@H:28]([CH2:29][CH2:30]3)[C:27]([CH3:38])([CH3:37])[C@@H:26]([OH:39])[CH2:25][CH2:24]4)[CH2:21][CH2:20]2)=[O:16])=[CH:10][CH:9]=1.CCN(CC)CC.C([BH3-])#N.[Na+]. (6) The reactants are: COC1C=CC=CC=1.[Cl:9][C:10]1[S:25][C:13]2[O:14][C:15]3[CH:23]=[C:22]([CH3:24])[CH:21]=[CH:20][C:16]=3[NH:17][C:18](=O)[C:12]=2[CH:11]=1.CN(C)C1C=CC=CC=1.P(Cl)(Cl)([Cl:37])=O. Given the product [Cl:9][C:10]1[S:25][C:13]2[O:14][C:15]3[CH:23]=[C:22]([CH3:24])[CH:21]=[CH:20][C:16]=3[N:17]=[C:18]([Cl:37])[C:12]=2[CH:11]=1, predict the reactants needed to synthesize it. (7) Given the product [CH2:19]([C:3]1[CH:4]=[C:5]([C:9]([OH:18])([C:10]([F:11])([F:12])[F:13])[C:14]([F:15])([F:16])[F:17])[CH:6]=[C:7]([CH3:8])[C:2]=1[NH:1][C:34](=[O:35])[C:33]1[CH:37]=[CH:38][CH:39]=[C:31]([N+:28]([O-:30])=[O:29])[CH:32]=1)[CH3:20], predict the reactants needed to synthesize it. The reactants are: [NH2:1][C:2]1[C:7]([CH3:8])=[CH:6][C:5]([C:9]([OH:18])([C:14]([F:17])([F:16])[F:15])[C:10]([F:13])([F:12])[F:11])=[CH:4][C:3]=1[CH2:19][CH3:20].N1C=CC=CC=1.O.[N+:28]([C:31]1[CH:32]=[C:33]([CH:37]=[CH:38][CH:39]=1)[C:34](Cl)=[O:35])([O-:30])=[O:29]. (8) Given the product [Br:12][C:8]1[N:6]2[N:7]=[C:2]([Cl:1])[CH:3]=[CH:4][C:5]2=[N:10][C:9]=1[CH3:11], predict the reactants needed to synthesize it. The reactants are: [Cl:1][C:2]1[CH:3]=[CH:4][C:5]2[N:6]([CH:8]=[C:9]([CH3:11])[N:10]=2)[N:7]=1.[Br:12]N1C(=O)CCC1=O. (9) Given the product [CH3:1][CH:2]1[CH2:11][CH2:10][C:9]2[C:4](=[CH:5][CH:6]=[CH:7][CH:8]=2)[N:3]1[CH2:15][C:16]1[CH:35]=[CH:34][C:19]([CH2:20][O:21][C:22]2[CH:27]=[CH:26][C:25]([CH2:28][CH2:29][C:30]([OH:32])=[O:31])=[CH:24][CH:23]=2)=[CH:18][CH:17]=1, predict the reactants needed to synthesize it. The reactants are: [CH3:1][CH:2]1[CH2:11][CH2:10][C:9]2[C:4](=[CH:5][CH:6]=[CH:7][CH:8]=2)[NH:3]1.[H-].[Na+].Cl[CH2:15][C:16]1[CH:35]=[CH:34][C:19]([CH2:20][O:21][C:22]2[CH:27]=[CH:26][C:25]([CH2:28][CH2:29][C:30]([O:32]C)=[O:31])=[CH:24][CH:23]=2)=[CH:18][CH:17]=1.[I-].[Na+].[OH-].[Na+].Cl. (10) Given the product [Br:1][C:2]1[CH:3]=[C:4]2[C:8](=[C:9]([C:11]([NH2:29])=[O:13])[CH:10]=1)[NH:7][CH:6]=[C:5]2[CH:14]1[CH2:19][CH2:18][S:17](=[O:21])(=[O:20])[CH:16]([C:22]2[CH:27]=[CH:26][CH:25]=[CH:24][CH:23]=2)[CH2:15]1, predict the reactants needed to synthesize it. The reactants are: [Br:1][C:2]1[CH:3]=[C:4]2[C:8](=[C:9]([C:11]([OH:13])=O)[CH:10]=1)[NH:7][CH:6]=[C:5]2[CH:14]1[CH2:19][CH2:18][S:17](=[O:21])(=[O:20])[CH:16]([C:22]2[CH:27]=[CH:26][CH:25]=[CH:24][CH:23]=2)[CH2:15]1.O[N:29]1C2C=CC=CC=2N=N1.C(N=C=NCCCN(C)C)C.N.